From a dataset of CYP2C19 inhibition data for predicting drug metabolism from PubChem BioAssay. Regression/Classification. Given a drug SMILES string, predict its absorption, distribution, metabolism, or excretion properties. Task type varies by dataset: regression for continuous measurements (e.g., permeability, clearance, half-life) or binary classification for categorical outcomes (e.g., BBB penetration, CYP inhibition). Dataset: cyp2c19_veith. (1) The compound is CC(C)CN1CCC2(CC1)CCN(C(=O)c1cc(C(F)(F)F)cc(C(F)(F)F)c1)CC2. The result is 0 (non-inhibitor). (2) The molecule is CCOC(=O)Cc1cc(=O)n2[nH]c(C)c(C#N)c2n1. The result is 0 (non-inhibitor). (3) The drug is CCNc1ncc2nc(-c3ccc(Cl)cc3)c(=O)n(C)c2n1. The result is 0 (non-inhibitor). (4) The result is 0 (non-inhibitor). The drug is CCOC(=O)O[C@]1(C(=O)COC(=O)CC)CC[C@@H]2[C@@H]3CCC4=CC(=O)C=C[C@@]4(C)[C@H]3[C@H](O)C[C@]21C. (5) The molecule is Cc1ccc(C)c(NC(=O)Cn2c([N+](=O)[O-])cnc2C)c1. The result is 0 (non-inhibitor).